This data is from Full USPTO retrosynthesis dataset with 1.9M reactions from patents (1976-2016). The task is: Predict the reactants needed to synthesize the given product. (1) Given the product [F:10][C:11]1[CH:12]=[CH:13][C:14](/[CH:17]=[CH:18]/[C:19]2[CH:24]=[CH:23][C:22]([S:25]([C:2]3[N:9]=[CH:8][CH:7]=[CH:6][C:3]=3[C:4]#[N:5])(=[O:27])=[O:26])=[CH:21][CH:20]=2)=[CH:15][CH:16]=1, predict the reactants needed to synthesize it. The reactants are: Cl[C:2]1[N:9]=[CH:8][CH:7]=[CH:6][C:3]=1[C:4]#[N:5].[F:10][C:11]1[CH:16]=[CH:15][C:14](/[CH:17]=[CH:18]/[C:19]2[CH:24]=[CH:23][C:22]([S:25]([O-:27])=[O:26])=[CH:21][CH:20]=2)=[CH:13][CH:12]=1.[Na+]. (2) Given the product [C:1]([O:5][C:6]([N:8]1[CH2:13][CH2:12][CH:11]([O:14][C:18]2[CH:25]=[CH:24][C:21]([C:22]#[N:23])=[CH:20][N:19]=2)[CH2:10][CH2:9]1)=[O:7])([CH3:4])([CH3:2])[CH3:3], predict the reactants needed to synthesize it. The reactants are: [C:1]([O:5][C:6]([N:8]1[CH2:13][CH2:12][CH:11]([OH:14])[CH2:10][CH2:9]1)=[O:7])([CH3:4])([CH3:3])[CH3:2].[H-].[Na+].Cl[C:18]1[CH:25]=[CH:24][C:21]([C:22]#[N:23])=[CH:20][N:19]=1. (3) Given the product [OH:1][CH:2]1[CH2:11][CH:10]([C:12]([OH:14])=[O:13])[CH2:9][C:8]2[N:7]=[N:6][C:5]([C:17]3[CH:22]=[CH:21][CH:20]=[C:19]([C:23]([F:25])([F:26])[F:24])[CH:18]=3)=[CH:4][C:3]1=2, predict the reactants needed to synthesize it. The reactants are: [OH:1][CH:2]1[CH2:11][CH:10]([C:12]([O:14]CC)=[O:13])[CH2:9][C:8]2[N:7]=[N:6][C:5]([C:17]3[CH:22]=[CH:21][CH:20]=[C:19]([C:23]([F:26])([F:25])[F:24])[CH:18]=3)=[CH:4][C:3]1=2.Cl. (4) The reactants are: N[C@@H:2]([CH3:5])[CH2:3][OH:4].[NH2:6][CH:7]1[CH2:11][CH2:10][O:9][CH2:8]1.Cl.FC1C=[C:16]([C@@H:22]([C:24]2C=N[N:27]([CH3:29])[CH:28]=2)N)[CH:17]=[CH:18]C=1OC.Cl.[F:31][C:32]1[CH:33]=[C:34]([C@@H:40]([C:42]2[N:46]([CH3:47])[N:45]=[CH:44][CH:43]=2)[NH2:41])[CH:35]=[CH:36][C:37]=1[O:38][CH3:39]. Given the product [F:31][C:32]1[CH:33]=[C:34]([C@@H:40]([C:42]2[N:46]([CH3:47])[N:45]=[CH:44][CH:43]=2)[NH:41][C:3]([C:2]2[CH:5]=[C:22]3[C:16](=[CH:17][CH:18]=2)[CH:29]=[N:27][C:28]([NH:6][CH:7]2[CH2:11][CH2:10][O:9][CH2:8]2)=[CH:24]3)=[O:4])[CH:35]=[CH:36][C:37]=1[O:38][CH3:39], predict the reactants needed to synthesize it. (5) The reactants are: [CH:1]1([C:6]([O:8][CH3:9])=[O:7])[CH2:5][CH2:4][CH2:3][CH2:2]1.C([N-]C(C)C)(C)C.[Li+].Cl[CH2:19][S:20][CH3:21]. Given the product [CH3:19][S:20][CH2:21][C:1]1([C:6]([O:8][CH3:9])=[O:7])[CH2:5][CH2:4][CH2:3][CH2:2]1, predict the reactants needed to synthesize it. (6) Given the product [Cl:35][C:29]1[CH:28]=[C:27]([NH:26][C:2]2[C:7]([C:8]([N:10]3[CH2:15][CH2:14][CH:13]([C:16]4[CH:21]=[CH:20][C:19]([F:22])=[CH:18][CH:17]=4)[CH2:12][CH2:11]3)=[O:9])=[CH:6][N:5]([CH3:23])[C:4](=[O:24])[C:3]=2[CH3:25])[CH:34]=[CH:33][C:30]=1[C:31]#[N:32], predict the reactants needed to synthesize it. The reactants are: Cl[C:2]1[C:7]([C:8]([N:10]2[CH2:15][CH2:14][CH:13]([C:16]3[CH:21]=[CH:20][C:19]([F:22])=[CH:18][CH:17]=3)[CH2:12][CH2:11]2)=[O:9])=[CH:6][N:5]([CH3:23])[C:4](=[O:24])[C:3]=1[CH3:25].[NH2:26][C:27]1[CH:34]=[CH:33][C:30]([C:31]#[N:32])=[C:29]([Cl:35])[CH:28]=1. (7) Given the product [Br:21][CH2:22][CH2:23][O:1][C:2]1[C:11]([O:12][C:13]([C:15]2[CH:20]=[CH:19][CH:18]=[CH:17][CH:16]=2)=[O:14])=[CH:10][CH:9]=[CH:8][C:3]=1[C:4]([O:6][CH3:7])=[O:5], predict the reactants needed to synthesize it. The reactants are: [OH:1][C:2]1[C:11]([O:12][C:13]([C:15]2[CH:20]=[CH:19][CH:18]=[CH:17][CH:16]=2)=[O:14])=[CH:10][CH:9]=[CH:8][C:3]=1[C:4]([O:6][CH3:7])=[O:5].[Br:21][CH2:22][CH2:23]Br.C(=O)([O-])[O-].[Cs+].[Cs+]. (8) Given the product [Cl:1][C:2]1=[N:3][C:4]2[CH:16]=[C:15]([C:17]([NH:34][CH2:33][C:30]3[S:31][CH:32]=[C:28]([CH3:27])[CH:29]=3)=[O:18])[CH:14]=[CH:13][C:5]=2[S:6][C:7]2[CH:12]=[CH:11][CH:10]=[CH:9][C:8]1=2, predict the reactants needed to synthesize it. The reactants are: [Cl:1][C:2]1=[N:3][C:4]2[CH:16]=[C:15]([C:17](Cl)=[O:18])[CH:14]=[CH:13][C:5]=2[S:6][C:7]2[CH:12]=[CH:11][CH:10]=[CH:9][C:8]1=2.C(N(CC)CC)C.[CH3:27][C:28]1[CH:29]=[C:30]([CH2:33][NH2:34])[S:31][CH:32]=1. (9) Given the product [CH3:17][C:9]1[N:10]=[C:11]([NH:13][C:14](=[O:16])[CH3:15])[S:12][C:8]=1[C:6]1[CH:5]=[CH:4][CH:3]=[C:2]([NH:1][S:19]([CH3:18])(=[O:21])=[O:20])[N:7]=1, predict the reactants needed to synthesize it. The reactants are: [NH2:1][C:2]1[N:7]=[C:6]([C:8]2[S:12][C:11]([NH:13][C:14](=[O:16])[CH3:15])=[N:10][C:9]=2[CH3:17])[CH:5]=[CH:4][CH:3]=1.[CH3:18][S:19](O[S:19]([CH3:18])(=[O:21])=[O:20])(=[O:21])=[O:20].CCCC(C)C. (10) Given the product [Br:1][C:2]1[CH:3]=[C:4]2[C:9](=[CH:10][CH:11]=1)[N:8]=[CH:7][C:6]([N+:12]([O-:14])=[O:13])=[C:5]2[Cl:27], predict the reactants needed to synthesize it. The reactants are: [Br:1][C:2]1[CH:3]=[C:4]2[C:9](=[CH:10][CH:11]=1)[N:8]=[CH:7][C:6]([N+:12]([O-:14])=[O:13])=[C:5]2O.CCN(C(C)C)C(C)C.O=P(Cl)(Cl)[Cl:27].